Task: Predict the product of the given reaction.. Dataset: Forward reaction prediction with 1.9M reactions from USPTO patents (1976-2016) (1) Given the reactants CS(C)=O.C(Cl)(=O)C(Cl)=O.[CH:11]1([C:21]2[NH:22][CH2:23][CH2:24][N:25]=2)[C:20]2[C:15](=[CH:16][CH:17]=[CH:18][CH:19]=2)[CH2:14][CH2:13][CH2:12]1.N, predict the reaction product. The product is: [CH:11]1([C:21]2[NH:25][CH:24]=[CH:23][N:22]=2)[C:20]2[C:15](=[CH:16][CH:17]=[CH:18][CH:19]=2)[CH2:14][CH2:13][CH2:12]1. (2) Given the reactants [Br:1][C:2]1[CH:3]=[C:4]2[C:9](=[CH:10][CH:11]=1)[N:8]=[CH:7][C:6]([N+:12]([O-:14])=[O:13])=[C:5]2[CH2:15][C:16]1[CH:21]=[CH:20][C:19]([C:22]([CH3:26])([CH3:25])[C:23]#[N:24])=[CH:18][CH:17]=1.[NH2:27][C:28]1[CH:29]=[N:30][C:31]2[C:36]([C:37]=1[C:38]([C:40]1[CH:45]=[CH:44][C:43]([C:46]([CH3:50])([CH3:49])[C:47]#[N:48])=[CH:42][CH:41]=1)=[O:39])=[CH:35][C:34]([Br:51])=[CH:33][CH:32]=2.CS(C)=[O:54], predict the reaction product. The product is: [Br:1][C:2]1[CH:3]=[C:4]2[C:9](=[CH:10][CH:11]=1)[N:8]=[CH:7][C:6]([N+:12]([O-:14])=[O:13])=[C:5]2[C:15]([C:16]1[CH:21]=[CH:20][C:19]([C:22]([CH3:26])([CH3:25])[C:23]#[N:24])=[CH:18][CH:17]=1)=[O:39].[Br:51][C:34]1[CH:33]=[CH:32][C:31]2[N:30]=[CH:29][C:28]3[NH:27][C:23](=[O:54])[N:24]=[C:38]([C:40]4[CH:45]=[CH:44][C:43]([C:46]([CH3:50])([CH3:49])[C:47]#[N:48])=[CH:42][CH:41]=4)[C:37]=3[C:36]=2[CH:35]=1.